From a dataset of Full USPTO retrosynthesis dataset with 1.9M reactions from patents (1976-2016). Predict the reactants needed to synthesize the given product. Given the product [CH2:20]([N:12]([CH2:5][C:6]1[CH:11]=[CH:10][CH:9]=[CH:8][CH:7]=1)[CH:13]1[CH2:14][CH2:15][C:16](=[O:19])[CH2:17][CH2:18]1)[C:21]1[CH:22]=[CH:23][CH:24]=[CH:25][CH:26]=1, predict the reactants needed to synthesize it. The reactants are: CS(C)=O.[CH2:5]([N:12]([CH2:20][C:21]1[CH:26]=[CH:25][CH:24]=[CH:23][CH:22]=1)[CH:13]1[CH2:18][CH2:17][CH:16]([OH:19])[CH2:15][CH2:14]1)[C:6]1[CH:11]=[CH:10][CH:9]=[CH:8][CH:7]=1.CCN(CC)CC.